This data is from Full USPTO retrosynthesis dataset with 1.9M reactions from patents (1976-2016). The task is: Predict the reactants needed to synthesize the given product. (1) Given the product [CH3:3][C:2]([C:1]1[N:15]([CH2:16][CH:17]2[CH2:18][CH2:19][O:20][CH2:21][CH2:22]2)[C:14]2[CH:13]=[CH:12][C:11]([NH:23][S:24]([C:27]3[CH:32]=[CH:31][CH:30]=[CH:29][CH:28]=3)(=[O:25])=[O:26])=[CH:10][C:9]=2[N:8]=1)([CH3:5])[CH3:4], predict the reactants needed to synthesize it. The reactants are: [C:1](Cl)(=O)[C:2]([CH3:5])([CH3:4])[CH3:3].[NH2:8][C:9]1[CH:10]=[C:11]([NH:23][S:24]([C:27]2[CH:32]=[CH:31][CH:30]=[CH:29][CH:28]=2)(=[O:26])=[O:25])[CH:12]=[CH:13][C:14]=1[NH:15][CH2:16][CH:17]1[CH2:22][CH2:21][O:20][CH2:19][CH2:18]1. (2) The reactants are: [Br:1][C:2]1[CH:7]=[CH:6][C:5]([OH:8])=[CH:4][N:3]=1.O[CH2:10][CH:11]1[CH2:16][CH2:15][N:14]([C:17]([O:19][CH:20]([CH3:22])[CH3:21])=[O:18])[CH2:13][CH2:12]1.C1C=CC(P(C2C=CC=CC=2)C2C=CC=CC=2)=CC=1.N(C(OC(C)C)=O)=NC(OC(C)C)=O. Given the product [Br:1][C:2]1[N:3]=[CH:4][C:5]([O:8][CH2:10][CH:11]2[CH2:16][CH2:15][N:14]([C:17]([O:19][CH:20]([CH3:22])[CH3:21])=[O:18])[CH2:13][CH2:12]2)=[CH:6][CH:7]=1, predict the reactants needed to synthesize it. (3) The reactants are: [CH3:1][C:2]([CH3:7])([CH3:6])[CH2:3][CH:4]=O.[O:8]1[CH2:13][CH2:12][CH:11]([NH2:14])[CH2:10][CH2:9]1.[S-:15][C:16]#[N:17].[K+].II. Given the product [C:2]([C:3]1[S:15][C:16](=[NH:17])[N:14]([CH:11]2[CH2:12][CH2:13][O:8][CH2:9][CH2:10]2)[CH:4]=1)([CH3:7])([CH3:6])[CH3:1], predict the reactants needed to synthesize it. (4) Given the product [OH:2][NH:1][S:12]([C:10]1[S:11][C:7]([S:4]([CH3:3])(=[O:6])=[O:5])=[CH:8][CH:9]=1)(=[O:14])=[O:13], predict the reactants needed to synthesize it. The reactants are: [NH2:1][OH:2].[CH3:3][S:4]([C:7]1[S:11][C:10]([S:12](Cl)(=[O:14])=[O:13])=[CH:9][CH:8]=1)(=[O:6])=[O:5].CS(C1SC=C(S(Cl)(=O)=O)C=1)(=O)=O.S(Cl)(Cl)(=O)=O. (5) Given the product [C:13]([C:12]1[CH:15]=[C:8]([C:6]2[CH:5]=[CH:4][N:3]=[C:2]([NH:23][C:24]3[CH:43]=[CH:42][C:27]([O:28][CH2:29][CH2:30][O:31][CH2:32][CH2:33][NH:34][C:35](=[O:41])[O:36][C:37]([CH3:38])([CH3:39])[CH3:40])=[C:26]([O:44][CH3:45])[CH:25]=3)[N:7]=2)[CH:9]=[CH:10][C:11]=1[O:16][CH:17]1[CH2:22][CH2:21][O:20][CH2:19][CH2:18]1)#[N:14], predict the reactants needed to synthesize it. The reactants are: Cl[C:2]1[N:7]=[C:6]([C:8]2[CH:9]=[CH:10][C:11]([O:16][CH:17]3[CH2:22][CH2:21][O:20][CH2:19][CH2:18]3)=[C:12]([CH:15]=2)[C:13]#[N:14])[CH:5]=[CH:4][N:3]=1.[NH2:23][C:24]1[CH:43]=[CH:42][C:27]([O:28][CH2:29][CH2:30][O:31][CH2:32][CH2:33][NH:34][C:35](=[O:41])[O:36][C:37]([CH3:40])([CH3:39])[CH3:38])=[C:26]([O:44][CH3:45])[CH:25]=1. (6) Given the product [Cl:22][CH2:23][C:24]([NH:1][C@@H:2]1[C:8](=[O:9])[N:7]2[C@H:3]1[S:4][C:5]([CH3:15])([CH3:14])[C@@H:6]2[C:10]([O:12][CH3:13])=[O:11])=[O:25], predict the reactants needed to synthesize it. The reactants are: [NH2:1][C@@H:2]1[C:8](=[O:9])[N:7]2[C@H:3]1[S:4][C:5]([CH3:15])([CH3:14])[C@@H:6]2[C:10]([O:12][CH3:13])=[O:11].C(=O)([O-])[O-].[K+].[K+].[Cl:22][CH2:23][C:24](Cl)=[O:25].